Dataset: NCI-60 drug combinations with 297,098 pairs across 59 cell lines. Task: Regression. Given two drug SMILES strings and cell line genomic features, predict the synergy score measuring deviation from expected non-interaction effect. (1) Drug 1: CC1CCC2CC(C(=CC=CC=CC(CC(C(=O)C(C(C(=CC(C(=O)CC(OC(=O)C3CCCCN3C(=O)C(=O)C1(O2)O)C(C)CC4CCC(C(C4)OC)OCCO)C)C)O)OC)C)C)C)OC. Drug 2: CCC1(CC2CC(C3=C(CCN(C2)C1)C4=CC=CC=C4N3)(C5=C(C=C6C(=C5)C78CCN9C7C(C=CC9)(C(C(C8N6C)(C(=O)OC)O)OC(=O)C)CC)OC)C(=O)OC)O.OS(=O)(=O)O. Cell line: SK-OV-3. Synergy scores: CSS=1.85, Synergy_ZIP=-2.80, Synergy_Bliss=-1.12, Synergy_Loewe=-1.93, Synergy_HSA=-2.36. (2) Drug 1: C1=C(C(=O)NC(=O)N1)F. Drug 2: CN(CCCl)CCCl.Cl. Cell line: RPMI-8226. Synergy scores: CSS=71.6, Synergy_ZIP=-10.9, Synergy_Bliss=-19.3, Synergy_Loewe=-17.2, Synergy_HSA=-16.1. (3) Drug 1: CN1CCC(CC1)COC2=C(C=C3C(=C2)N=CN=C3NC4=C(C=C(C=C4)Br)F)OC. Drug 2: C1=C(C(=O)NC(=O)N1)F. Cell line: NCI-H460. Synergy scores: CSS=43.7, Synergy_ZIP=-3.56, Synergy_Bliss=-10.1, Synergy_Loewe=-13.1, Synergy_HSA=-9.00.